Dataset: Catalyst prediction with 721,799 reactions and 888 catalyst types from USPTO. Task: Predict which catalyst facilitates the given reaction. (1) Reactant: [CH3:1][N:2]1[CH:6]=[C:5]([C:7]([OH:9])=O)[CH:4]=[N:3]1.CC[N:12]([CH2:15][CH3:16])[CH2:13]C.N1CCC1. Product: [N:12]1([C:7]([C:5]2[CH:4]=[N:3][N:2]([CH3:1])[CH:6]=2)=[O:9])[CH2:13][CH2:16][CH2:15]1. The catalyst class is: 3. (2) Reactant: [N:1]1([CH2:15][C:16]2[CH:24]=[CH:23][C:19]([C:20]([OH:22])=[O:21])=[CH:18][CH:17]=2)[CH2:14][CH2:13][CH2:12][NH:11][CH2:10][CH2:9][NH:8][CH2:7][CH2:6][CH2:5][NH:4][CH2:3][CH2:2]1.[CH3:25][OH:26].[F:27][C:28]([F:35])([F:34])[CH2:29][O:30]C(=O)C. Product: [F:35][C:28]([F:27])([F:34])[C:29]([N:4]1[CH2:5][CH2:6][CH2:7][N:8]([C:25](=[O:26])[C:28]([F:35])([F:34])[F:27])[CH2:9][CH2:10][N:11]([C:29](=[O:30])[C:28]([F:35])([F:34])[F:27])[CH2:12][CH2:13][CH2:14][N:1]([CH2:15][C:16]2[CH:24]=[CH:23][C:19]([C:20]([OH:22])=[O:21])=[CH:18][CH:17]=2)[CH2:2][CH2:3]1)=[O:30]. The catalyst class is: 66. (3) Reactant: [CH3:1][O:2][C:3]([O:6][CH3:7])([CH3:5])[CH3:4].C1(C)C=CC(S([O-])(=O)=O)=CC=1.[NH+]1C=CC=CC=1.[I:25][C:26](=[CH2:32])[CH2:27][C@H](O)CO. Product: [I:25][C:26](=[CH2:27])[CH2:32][C@H:1]1[CH2:7][O:6][C:3]([CH3:5])([CH3:4])[O:2]1. The catalyst class is: 4.